The task is: Predict the product of the given reaction.. This data is from Forward reaction prediction with 1.9M reactions from USPTO patents (1976-2016). (1) Given the reactants C(=O)([O-])[O-].[K+].[K+].[C:7]([O:11][C:12]([NH:14][C@H:15]([C:30]1[CH:35]=[C:34]([F:36])[C:33]([F:37])=[C:32]([F:38])[CH:31]=1)[C@H:16]([O:18]C(=O)C1C=CC([N+]([O-])=O)=CC=1)[CH3:17])=[O:13])([CH3:10])([CH3:9])[CH3:8].C1COCC1.C(OCC)(=O)C, predict the reaction product. The product is: [OH:18][C@H:16]([CH3:17])[C@H:15]([NH:14][C:12](=[O:13])[O:11][C:7]([CH3:9])([CH3:8])[CH3:10])[C:30]1[CH:35]=[C:34]([F:36])[C:33]([F:37])=[C:32]([F:38])[CH:31]=1. (2) Given the reactants [C:1]([O:6][CH:7]1[CH2:12][CH2:11][CH2:10][CH2:9][CH2:8]1)(=[O:5])[C:2]([CH3:4])=[CH2:3].[C:13](OCCCC)(=O)[C:14](C)=[CH2:15].[C:23](OCC(C)C)(=O)C(C)=C.[CH3:33][CH:34]([OH:42])[CH2:35][O:36][C:37]([C:39]([CH3:41])=[CH2:40])=[O:38], predict the reaction product. The product is: [CH3:3][C:2]([C:1]([O:6][CH:7]1[C@@:12]2([CH3:23])[C:14]([CH3:15])([CH3:13])[C@H:9]([CH2:10][CH2:11]2)[CH2:8]1)=[O:5])=[CH2:4].[CH3:33][CH:34]([OH:42])[CH2:35][O:36][C:37]([C:39]([CH3:41])=[CH2:40])=[O:38]. (3) Given the reactants [Cl:1][C:2]1[CH:11]=[C:10]2[C:5]([CH:6]=[CH:7][C:8]([CH3:12])=[N:9]2)=[C:4]([N:13]2[CH2:18][CH2:17][NH:16][CH2:15][CH2:14]2)[CH:3]=1.Cl[CH2:20][C:21]([C:23]1[CH:24]=[CH:25][C:26]2[O:31][CH2:30][C:29](=[O:32])[NH:28][C:27]=2[CH:33]=1)=[O:22].C(N(CC)C(C)C)(C)C, predict the reaction product. The product is: [ClH:1].[Cl:1][C:2]1[CH:11]=[C:10]2[C:5]([CH:6]=[CH:7][C:8]([CH3:12])=[N:9]2)=[C:4]([N:13]2[CH2:14][CH2:15][N:16]([CH2:20][C:21]([C:23]3[CH:24]=[CH:25][C:26]4[O:31][CH2:30][C:29](=[O:32])[NH:28][C:27]=4[CH:33]=3)=[O:22])[CH2:17][CH2:18]2)[CH:3]=1. (4) Given the reactants OC[C@H:3]1[N:8]([C:9]([O:11][CH2:12]C2C=CC=CC=2)=[O:10])[CH2:7][C@H:6]([C:19]([O:21]C)=[O:20])[CH2:5][CH2:4]1.[Li+].[OH-], predict the reaction product. The product is: [O:10]=[C:9]1[N:8]2[CH2:7][C@H:6]([C:19]([OH:21])=[O:20])[CH2:5][CH2:4][C@H:3]2[CH2:12][O:11]1.